Dataset: Forward reaction prediction with 1.9M reactions from USPTO patents (1976-2016). Task: Predict the product of the given reaction. (1) Given the reactants [CH2:1]([O:11][C:12]1[CH:13]=[C:14]([CH2:20][OH:21])[CH:15]=[C:16]([CH2:18]O)[CH:17]=1)[CH2:2][CH2:3][CH2:4][CH2:5][CH2:6][CH2:7][CH2:8][CH2:9][CH3:10].Br.C([O-])([O-])=O.[Na+].[Na+].[C-:29]#[N:30].[K+], predict the reaction product. The product is: [CH2:1]([O:11][C:12]1[CH:17]=[C:16]([CH2:18][C:29]#[N:30])[CH:15]=[C:14]([CH2:20][OH:21])[CH:13]=1)[CH2:2][CH2:3][CH2:4][CH2:5][CH2:6][CH2:7][CH2:8][CH2:9][CH3:10]. (2) Given the reactants Cl.[NH2:2][C:3]1[CH:22]=[CH:21][C:6]([O:7][CH2:8][CH2:9][O:10][S:11]([C:14]2[CH:19]=[CH:18][C:17]([CH3:20])=[CH:16][CH:15]=2)(=[O:13])=[O:12])=[CH:5][C:4]=1[CH2:23][S:24]([C:27]1[C:36]2[C:31](=[CH:32][CH:33]=[CH:34][CH:35]=2)[CH:30]=[CH:29][CH:28]=1)(=[O:26])=[O:25].[N:37]([O-])=O.[Na+].C(=O)([O-])[O-].[Na+].[Na+], predict the reaction product. The product is: [C:27]1([S:24]([C:23]2[C:4]3[C:3](=[CH:22][CH:21]=[C:6]([O:7][CH2:8][CH2:9][O:10][S:11]([C:14]4[CH:19]=[CH:18][C:17]([CH3:20])=[CH:16][CH:15]=4)(=[O:12])=[O:13])[CH:5]=3)[NH:2][N:37]=2)(=[O:25])=[O:26])[C:36]2[C:31](=[CH:32][CH:33]=[CH:34][CH:35]=2)[CH:30]=[CH:29][CH:28]=1. (3) Given the reactants [Br:1][C:2]1[CH:3]=[CH:4][C:5]2[O:14][C:13]3[C:12](=[O:15])[NH:11][C:10]([C:16]4[CH:21]=[CH:20][C:19]([N+:22]([O-])=O)=[CH:18][C:17]=4[Cl:25])=[N:9][C:8]=3[C:6]=2[CH:7]=1.O.O.[Sn](Cl)Cl.CO.CCOC(C)=O, predict the reaction product. The product is: [NH2:22][C:19]1[CH:20]=[CH:21][C:16]([C:10]2[NH:11][C:12](=[O:15])[C:13]3[O:14][C:5]4[CH:4]=[CH:3][C:2]([Br:1])=[CH:7][C:6]=4[C:8]=3[N:9]=2)=[C:17]([Cl:25])[CH:18]=1. (4) Given the reactants [C:1]1([C:5]2[C:6]([O:14][CH2:15][C:16]([F:19])([F:18])[F:17])=[CH:7][C:8]([C:11]([OH:13])=O)=[N:9][CH:10]=2)[CH2:4][CH2:3][CH:2]=1.[CH3:20][S:21]([CH2:24][C:25]([NH2:33])([CH3:32])[C:26]1[N:30]=[C:29]([CH3:31])[O:28][N:27]=1)(=[O:23])=[O:22], predict the reaction product. The product is: [C:1]1([C:5]2[C:6]([O:14][CH2:15][C:16]([F:19])([F:18])[F:17])=[CH:7][C:8]([C:11]([NH:33][C:25]([C:26]3[N:30]=[C:29]([CH3:31])[O:28][N:27]=3)([CH3:32])[CH2:24][S:21]([CH3:20])(=[O:23])=[O:22])=[O:13])=[N:9][CH:10]=2)[CH2:4][CH2:3][CH:2]=1. (5) Given the reactants [Si]([O:8][C:9]1[CH:10]=[C:11]([NH:16][C:17]([NH:19][CH2:20][C:21]2[CH:22]=[C:23]3[C:27](=[CH:28][CH:29]=2)[C:26](=[O:30])[N:25]([CH:31]2[CH2:36][CH2:35][C:34](=[O:37])[NH:33][C:32]2=[O:38])[CH2:24]3)=[O:18])[CH:12]=[CH:13][C:14]=1[CH3:15])(C(C)(C)C)(C)C.[F-].[Cs+], predict the reaction product. The product is: [O:38]=[C:32]1[CH:31]([N:25]2[CH2:24][C:23]3[C:27](=[CH:28][CH:29]=[C:21]([CH2:20][NH:19][C:17]([NH:16][C:11]4[CH:12]=[CH:13][C:14]([CH3:15])=[C:9]([OH:8])[CH:10]=4)=[O:18])[CH:22]=3)[C:26]2=[O:30])[CH2:36][CH2:35][C:34](=[O:37])[NH:33]1. (6) Given the reactants [CH3:1][N:2]([CH3:24])[C:3]1[CH:23]=[CH:22][C:6]([CH2:7][CH:8]2[C:17]3[C:12](=[CH:13][C:14]([O:20][CH3:21])=[C:15]([O:18][CH3:19])[CH:16]=3)[CH2:11][CH2:10][NH:9]2)=[CH:5][CH:4]=1.Br[CH2:26][C:27](Br)=[O:28].[CH2:30]([O:32][C:33]1[CH:40]=[CH:39][CH:38]=[CH:37][C:34]=1[CH2:35][NH2:36])[CH3:31], predict the reaction product. The product is: [CH3:24][N:2]([CH3:1])[C:3]1[CH:4]=[CH:5][C:6]([CH2:7][CH:8]2[C:17]3[C:12](=[CH:13][C:14]([O:20][CH3:21])=[C:15]([O:18][CH3:19])[CH:16]=3)[CH2:11][CH2:10][N:9]2[CH2:26][C:27]([NH:36][CH2:35][C:34]2[CH:37]=[CH:38][CH:39]=[CH:40][C:33]=2[O:32][CH2:30][CH3:31])=[O:28])=[CH:22][CH:23]=1.